From a dataset of Forward reaction prediction with 1.9M reactions from USPTO patents (1976-2016). Predict the product of the given reaction. Given the reactants [Cl:1][C:2]1[C:11]([CH:12]=O)=[CH:10][C:9]2[C:4](=[CH:5][CH:6]=[C:7]([O:14][CH3:15])[CH:8]=2)[N:3]=1.[S:16]1[CH:20]=[CH:19][CH:18]=[C:17]1[CH2:21][C:22]#[N:23], predict the reaction product. The product is: [Cl:1][C:2]1[C:11](/[CH:12]=[C:21](/[C:17]2[S:16][CH:20]=[CH:19][CH:18]=2)\[C:22]#[N:23])=[CH:10][C:9]2[C:4](=[CH:5][CH:6]=[C:7]([O:14][CH3:15])[CH:8]=2)[N:3]=1.